From a dataset of Reaction yield outcomes from USPTO patents with 853,638 reactions. Predict the reaction yield, written as a fraction of the theoretical maximum amount of product (1.0 means a 100% yield; for example, 0.34 means a 34% yield). (1) The reactants are [H-].[Al+3].[Li+].[H-].[H-].[H-].[CH2:7]([N:14]1[C:18]([CH3:20])([CH3:19])[CH2:17][CH:16]([C:21](OC)=[O:22])[C:15]1=O)[C:8]1[CH:13]=[CH:12][CH:11]=[CH:10][CH:9]=1. The catalyst is C1COCC1. The product is [CH2:7]([N:14]1[C:18]([CH3:19])([CH3:20])[CH2:17][CH:16]([CH2:21][OH:22])[CH2:15]1)[C:8]1[CH:13]=[CH:12][CH:11]=[CH:10][CH:9]=1. The yield is 0.538. (2) The reactants are [NH:1]1[CH2:5][CH2:4][CH2:3][CH2:2]1.[NH2:6][C:7]([NH:9][C:10]1[NH:11][C:12]([C:18]2[CH:23]=[CH:22][CH:21]=[CH:20][C:19]=2[O:24][CH2:25][CH2:26][CH2:27]Cl)=[CH:13][C:14]=1[C:15]([NH2:17])=[O:16])=[O:8]. No catalyst specified. The product is [NH2:6][C:7]([NH:9][C:10]1[NH:11][C:12]([C:18]2[CH:23]=[CH:22][CH:21]=[CH:20][C:19]=2[O:24][CH2:25][CH2:26][CH2:27][N:1]2[CH2:5][CH2:4][CH2:3][CH2:2]2)=[CH:13][C:14]=1[C:15]([NH2:17])=[O:16])=[O:8]. The yield is 0.420. (3) The reactants are CC[N:3]([CH:7]([CH3:9])C)[CH:4]([CH3:6])C.C1C=CC2N(O)N=NC=2C=1.CCN=C=NCCCN(C)C.[N:31]1[CH:36]=[CH:35][CH:34]=[C:33]([N:37]2[CH:41]=[C:40]([C:42]([NH:44][CH2:45][C:46]([OH:48])=O)=[O:43])[N:39]=[N:38]2)[CH:32]=1.NC1C=NC=CC=1.FC(F)(F)C(O)=O.[F:63][C:64]([F:79])([F:78])[C:65]1[CH:77]=[CH:76][CH:75]=[CH:74][C:66]=1[O:67][CH:68]1CCNCC1.[Pb].O. The catalyst is CN(C=O)C. The product is [O:48]=[C:46]([N:3]1[CH2:4][CH2:6][CH:68]([O:67][C:66]2[CH:74]=[CH:75][CH:76]=[CH:77][C:65]=2[C:64]([F:63])([F:78])[F:79])[CH2:9][CH2:7]1)[CH2:45][NH:44][C:42]([C:40]1[N:39]=[N:38][N:37]([C:33]2[CH:32]=[N:31][CH:36]=[CH:35][CH:34]=2)[CH:41]=1)=[O:43]. The yield is 0.156. (4) The reactants are [CH3:1][NH:2][C:3]1[C:11]2[C:6](=[CH:7][C:8]([C:12]([O:14]C)=[O:13])=[CH:9][CH:10]=2)[NH:5][N:4]=1.Cl. The catalyst is O1CCOCC1. The product is [CH3:1][NH:2][C:3]1[C:11]2[C:6](=[CH:7][C:8]([C:12]([OH:14])=[O:13])=[CH:9][CH:10]=2)[NH:5][N:4]=1. The yield is 0.990. (5) The reactants are [CH2:1]([O:3][C:4]1[CH:9]=[CH:8][C:7]([S:10](Cl)(=[O:12])=[O:11])=[CH:6][C:5]=1[C:14]1[NH:19][C:18](=[O:20])[C:17]2=[C:21]([CH3:27])[N:22]=[C:23]([CH2:24][CH2:25][CH3:26])[N:16]2[N:15]=1)[CH3:2].[CH2:28]([N:30]1[CH2:35][CH2:34][NH:33][CH2:32][CH2:31]1)[CH3:29]. The catalyst is ClCCl. The product is [CH2:1]([O:3][C:4]1[CH:9]=[CH:8][C:7]([S:10]([N:33]2[CH2:34][CH2:35][N:30]([CH2:28][CH3:29])[CH2:31][CH2:32]2)(=[O:12])=[O:11])=[CH:6][C:5]=1[C:14]1[NH:19][C:18](=[O:20])[C:17]2=[C:21]([CH3:27])[N:22]=[C:23]([CH2:24][CH2:25][CH3:26])[N:16]2[N:15]=1)[CH3:2]. The yield is 0.660. (6) The reactants are [CH3:1][N:2]([CH3:16])[S:3]([C:6]1[CH:13]=[CH:12][C:9]([CH2:10]O)=[CH:8][C:7]=1[O:14][CH3:15])(=[O:5])=[O:4].S(Cl)([Cl:19])=O. The catalyst is C(Cl)Cl. The product is [CH3:1][N:2]([CH3:16])[S:3]([C:6]1[CH:13]=[CH:12][C:9]([CH2:10][Cl:19])=[CH:8][C:7]=1[O:14][CH3:15])(=[O:5])=[O:4]. The yield is 0.990. (7) The reactants are [NH:1]1[C:9]2[C:4](=[CH:5][CH:6]=[CH:7][N:8]=2)[CH:3]=[CH:2]1.[CH2:10]([O:12][C:13]([N:15]1[CH2:20][CH2:19][C:18](=O)[CH2:17][CH2:16]1)=[O:14])[CH3:11].[OH-].[K+]. The catalyst is CO. The product is [CH2:10]([O:12][C:13]([N:15]1[CH2:16][CH:17]=[C:18]([C:3]2[C:4]3[C:9](=[N:8][CH:7]=[CH:6][CH:5]=3)[NH:1][CH:2]=2)[CH2:19][CH2:20]1)=[O:14])[CH3:11]. The yield is 0.570. (8) The reactants are [CH3:1][O:2][C:3]1[N:4]=[C:5]2[C:10](=[CH:11][CH:12]=1)[N:9]=[CH:8][CH:7]=[C:6]2[OH:13].[Br:14]N1C(=O)CCC1=O. The catalyst is C(O)(=O)C. The product is [Br:14][C:7]1[CH:8]=[N:9][C:10]2[C:5]([C:6]=1[OH:13])=[N:4][C:3]([O:2][CH3:1])=[CH:12][CH:11]=2. The yield is 0.900. (9) The reactants are C1C=CC(P(C2C=CC3C(=CC=CC=3)C=2C2C3C(=CC=CC=3)C=CC=2P([C:41]2[CH:46]=[CH:45]C=CC=2)C2C=CC=CC=2)C2C=CC=CC=2)=CC=1.[N:47]12[CH2:54][CH2:53][CH:50]([CH2:51][CH2:52]1)[C@H:49]([NH:55][C:56]([C:58]1[C:62]3[CH:63]=[CH:64][C:65](Br)=[CH:66][C:61]=3[S:60][N:59]=1)=[O:57])[CH2:48]2.C(=O)([O-])[O-].[Cs+].[Cs+].N1CCCC1=O.C[N:81]1[CH2:85][CH2:84][NH:83]C1=O. The catalyst is C1(C)C=CC=CC=1.C([O-])(=O)C.[Pd+2].C([O-])(=O)C. The product is [N:47]12[CH2:54][CH2:53][CH:50]([CH2:51][CH2:52]1)[C@H:49]([NH:55][C:56]([C:58]1[C:62]3[CH:63]=[CH:64][C:65]([NH:81][CH2:85][CH2:84][NH:83][CH2:45][CH2:46][CH3:41])=[CH:66][C:61]=3[S:60][N:59]=1)=[O:57])[CH2:48]2. The yield is 0.700.